From a dataset of Catalyst prediction with 721,799 reactions and 888 catalyst types from USPTO. Predict which catalyst facilitates the given reaction. (1) Reactant: C[O-].[Na+].[C:4]([C:7]1[CH:14]=[CH:13][C:10]([CH:11]=O)=[CH:9][CH:8]=1)([OH:6])=[O:5].[C:15]([C:18]1[CH:23]=[CH:22][CH:21]=[CH:20][CH:19]=1)(=[O:17])[CH3:16]. Product: [O:17]=[C:15]([C:18]1[CH:23]=[CH:22][CH:21]=[CH:20][CH:19]=1)[CH:16]=[CH:11][C:10]1[CH:13]=[CH:14][C:7]([C:4]([OH:6])=[O:5])=[CH:8][CH:9]=1. The catalyst class is: 5. (2) Reactant: [F:1][C:2]1[C:32]([F:33])=[CH:31][C:5]2[NH:6][C:7]([CH2:9][CH:10]3[CH2:15][CH2:14][CH2:13][CH2:12][N:11]3[C:16]([C:18]3[N:19]=[C:20]([CH3:30])[S:21][C:22]=3[C:23]3[CH:28]=[CH:27][C:26]([F:29])=[CH:25][CH:24]=3)=[O:17])=[N:8][C:4]=2[CH:3]=1.[H-].[Na+].Br[CH2:37][CH2:38][OH:39].C(=O)([O-])[O-].[K+].[K+].C(N(CC)C(C)C)(C)C. Product: [F:1][C:2]1[C:32]([F:33])=[CH:31][C:5]2[N:6]([CH2:37][CH2:38][OH:39])[C:7]([CH2:9][CH:10]3[CH2:15][CH2:14][CH2:13][CH2:12][N:11]3[C:16]([C:18]3[N:19]=[C:20]([CH3:30])[S:21][C:22]=3[C:23]3[CH:28]=[CH:27][C:26]([F:29])=[CH:25][CH:24]=3)=[O:17])=[N:8][C:4]=2[CH:3]=1. The catalyst class is: 3.